This data is from NCI-60 drug combinations with 297,098 pairs across 59 cell lines. The task is: Regression. Given two drug SMILES strings and cell line genomic features, predict the synergy score measuring deviation from expected non-interaction effect. (1) Cell line: OVCAR-4. Drug 2: C1=NC2=C(N=C(N=C2N1C3C(C(C(O3)CO)O)F)Cl)N. Drug 1: C1CN1P(=S)(N2CC2)N3CC3. Synergy scores: CSS=-1.55, Synergy_ZIP=3.47, Synergy_Bliss=5.14, Synergy_Loewe=-3.43, Synergy_HSA=-2.01. (2) Drug 1: CN(C)C1=NC(=NC(=N1)N(C)C)N(C)C. Drug 2: CC(C)(C#N)C1=CC(=CC(=C1)CN2C=NC=N2)C(C)(C)C#N. Cell line: HT29. Synergy scores: CSS=-11.3, Synergy_ZIP=2.83, Synergy_Bliss=-1.65, Synergy_Loewe=-8.57, Synergy_HSA=-7.88. (3) Drug 1: CC(C)(C#N)C1=CC(=CC(=C1)CN2C=NC=N2)C(C)(C)C#N. Drug 2: CC=C1C(=O)NC(C(=O)OC2CC(=O)NC(C(=O)NC(CSSCCC=C2)C(=O)N1)C(C)C)C(C)C. Cell line: SNB-19. Synergy scores: CSS=30.6, Synergy_ZIP=4.34, Synergy_Bliss=3.36, Synergy_Loewe=-47.3, Synergy_HSA=-8.14.